Dataset: Forward reaction prediction with 1.9M reactions from USPTO patents (1976-2016). Task: Predict the product of the given reaction. (1) Given the reactants C(#N)C.[CH2:4](Br)[C:5]1[CH:10]=[CH:9][CH:8]=[CH:7][CH:6]=1.[OH:12][C:13]1[CH:20]=[CH:19][C:16]([CH:17]=[O:18])=[CH:15][CH:14]=1.C(=O)([O-])[O-].[K+].[K+], predict the reaction product. The product is: [CH2:4]([O:12][C:13]1[CH:20]=[CH:19][C:16]([CH:17]=[O:18])=[CH:15][CH:14]=1)[C:5]1[CH:10]=[CH:9][CH:8]=[CH:7][CH:6]=1. (2) Given the reactants Cl[C:2]1[N:11]([C:12]2[CH:17]=[CH:16][C:15]([Cl:18])=[CH:14][CH:13]=2)[C:10](=[O:19])[C:9]2[C:4](=[CH:5][C:6]([O:20][CH3:21])=[CH:7][CH:8]=2)[N:3]=1, predict the reaction product. The product is: [Cl:18][C:15]1[CH:16]=[CH:17][C:12]([N:11]2[C:10](=[O:19])[C:9]3[C:4](=[CH:5][C:6]([O:20][CH3:21])=[CH:7][CH:8]=3)[N:3]=[C:2]2[N:11]([CH2:12][CH3:13])[CH2:10][CH3:9])=[CH:13][CH:14]=1. (3) Given the reactants [Cl:1][C:2]1[N:10]=[CH:9][N:8]=[C:7]2[C:3]=1[NH:4][CH:5]=[N:6]2.N12CCCN=[C:17]1[CH2:16][CH2:15][CH2:14][CH2:13][CH2:12]2.FC(F)(F)S(O[Si](C)(C)C)(=O)=O.[C:34]([O:42][CH2:43][C@@H:44]1[C@@:48]([O:50][C:51](=[O:53])C)([CH3:49])[C@:47]([F:55])([CH3:54])[CH:46](OC(=O)C)[O:45]1)(=[O:41])[C:35]1[CH:40]=[CH:39][CH:38]=[CH:37][CH:36]=1, predict the reaction product. The product is: [C:34]([O:42][CH2:43][C@@H:44]1[C@@:48]([O:50][C:51](=[O:53])[C:17]2[CH:16]=[CH:15][CH:14]=[CH:13][CH:12]=2)([CH3:49])[C@:47]([F:55])([CH3:54])[CH:46]([N:6]2[CH:5]=[N:4][C:3]3[C:7]2=[N:8][CH:9]=[N:10][C:2]=3[Cl:1])[O:45]1)(=[O:41])[C:35]1[CH:36]=[CH:37][CH:38]=[CH:39][CH:40]=1. (4) Given the reactants C1COCC1.[O:6]=[C:7]([C:13]1[CH:18]=[CH:17][CH:16]=[CH:15][CH:14]=1)[C:8]([O:10][CH2:11][CH3:12])=[O:9].[CH:19](=[O:28])[CH:20]=[CH:21][C:22]1[CH:27]=[CH:26][CH:25]=[CH:24][CH:23]=1, predict the reaction product. The product is: [O:28]=[C:19]1[O:6][C:7]([C:13]2[CH:18]=[CH:17][CH:16]=[CH:15][CH:14]=2)([C:8]([O:10][CH2:11][CH3:12])=[O:9])[CH:21]([C:22]2[CH:27]=[CH:26][CH:25]=[CH:24][CH:23]=2)[CH2:20]1. (5) Given the reactants Cl[C:2]1[N:7]=[CH:6][C:5]([CH2:8][C:9]2[CH:10]=[C:11]3[C:16](=[C:17]4[CH:22]=[CH:21][N:20]=[CH:19][C:18]=24)[N:15]=[CH:14][N:13]([C@H:23]2[CH2:28][CH2:27][CH2:26][CH2:25][C@@H:24]2[OH:29])[C:12]3=[O:30])=[CH:4][CH:3]=1.C(=O)([O-])[O-].[Cs+].[Cs+].[CH3:37][N:38]1[CH:42]=[C:41](B2OC(C)(C)C(C)(C)O2)[CH:40]=[N:39]1, predict the reaction product. The product is: [OH:29][C@H:24]1[CH2:25][CH2:26][CH2:27][CH2:28][C@@H:23]1[N:13]1[C:12](=[O:30])[C:11]2[C:16](=[C:17]3[CH:22]=[CH:21][N:20]=[CH:19][C:18]3=[C:9]([CH2:8][C:5]3[CH:6]=[N:7][C:2]([C:41]4[CH:40]=[N:39][N:38]([CH3:37])[CH:42]=4)=[CH:3][CH:4]=3)[CH:10]=2)[N:15]=[CH:14]1. (6) Given the reactants [NH:1]1[CH:5]=[CH:4][N:3]=[CH:2]1.[Cl:6][C:7]1[N:8]=[N:9][C:10](Cl)=[CH:11][CH:12]=1.C([O-])([O-])=O.[K+].[K+], predict the reaction product. The product is: [Cl:6][C:7]1[N:8]=[N:9][C:10]([N:1]2[CH:5]=[CH:4][N:3]=[CH:2]2)=[CH:11][CH:12]=1. (7) Given the reactants [F:1][C:2]1[CH:7]=[C:6]([I:8])[CH:5]=[CH:4][C:3]=1[NH:9][C:10]1[C:14]2[CH:15]=[N:16][CH:17]=[CH:18][C:13]=2[O:12][C:11]=1[C:19]([OH:21])=O.C1C=CC2N(O)N=NC=2C=1.CCN(C(C)C)C(C)C.[C:41]([O:45][C:46]([N:48]1[CH2:53][CH2:52][CH:51]([O:54][NH2:55])[CH2:50][CH2:49]1)=[O:47])([CH3:44])([CH3:43])[CH3:42], predict the reaction product. The product is: [C:41]([O:45][C:46]([N:48]1[CH2:49][CH2:50][CH:51]([O:54][NH:55][C:19]([C:11]2[O:12][C:13]3[CH:18]=[CH:17][N:16]=[CH:15][C:14]=3[C:10]=2[NH:9][C:3]2[CH:4]=[CH:5][C:6]([I:8])=[CH:7][C:2]=2[F:1])=[O:21])[CH2:52][CH2:53]1)=[O:47])([CH3:44])([CH3:42])[CH3:43]. (8) Given the reactants Br[C:2]1[CH:3]=[C:4]2[C:9](=[CH:10][CH:11]=1)[CH:8]=[C:7]([NH2:12])[CH:6]=[CH:5]2.[OH:13][C:14]1[CH:19]=[CH:18][C:17](B(O)O)=[CH:16][CH:15]=1.C1(C)C=CC=CC=1.C(=O)([O-])[O-].[Na+].[Na+], predict the reaction product. The product is: [NH2:12][C:7]1[CH:8]=[C:9]2[C:4](=[CH:5][CH:6]=1)[CH:3]=[C:2]([C:17]1[CH:18]=[CH:19][C:14]([OH:13])=[CH:15][CH:16]=1)[CH:11]=[CH:10]2. (9) Given the reactants [Cl:1][C:2]1[CH:3]=[CH:4][C:5]2[C:11](=[O:12])[CH2:10][CH2:9][CH2:8][NH:7][C:6]=2[CH:13]=1.[H-].[Na+].[CH3:16]I.O, predict the reaction product. The product is: [Cl:1][C:2]1[CH:3]=[CH:4][C:5]2[C:11](=[O:12])[CH2:10][CH2:9][CH2:8][N:7]([CH3:16])[C:6]=2[CH:13]=1.